This data is from Reaction yield outcomes from USPTO patents with 853,638 reactions. The task is: Predict the reaction yield, written as a fraction of the theoretical maximum amount of product (1.0 means a 100% yield; for example, 0.34 means a 34% yield). (1) The reactants are [NH2:1][C:2]1[N:6]([CH3:7])[C:5](=[O:8])[C:4]([C:21]2[CH:26]=[CH:25][C:24]([F:27])=[C:23](Br)[CH:22]=2)([C:9]2[CH:14]=[CH:13][C:12]([S:15]([F:20])([F:19])([F:18])([F:17])[F:16])=[CH:11][CH:10]=2)[N:3]=1.[CH3:29][O:30][C:31]1[CH:32]=[N:33][CH:34]=[C:35](B2OC(C)(C)C(C)(C)O2)[CH:36]=1. No catalyst specified. The product is [NH2:1][C:2]1[N:6]([CH3:7])[C:5](=[O:8])[C:4]([C:21]2[CH:26]=[CH:25][C:24]([F:27])=[C:23]([C:35]3[CH:34]=[N:33][CH:32]=[C:31]([O:30][CH3:29])[CH:36]=3)[CH:22]=2)([C:9]2[CH:14]=[CH:13][C:12]([S:15]([F:20])([F:19])([F:18])([F:17])[F:16])=[CH:11][CH:10]=2)[N:3]=1. The yield is 0.520. (2) The reactants are [CH:1]([C:4]1[C:8]([CH:9]=O)=[CH:7][N:6]([C:11]2[CH:16]=[CH:15][C:14]([C:17]([F:20])([F:19])[F:18])=[CH:13][N:12]=2)[N:5]=1)([CH3:3])[CH3:2].C(OP([CH2:29][C:30]([O:32][CH2:33][CH3:34])=[O:31])(OCC)=O)C.CN(C)C=O.[H-].[Na+]. The catalyst is O. The product is [CH:1]([C:4]1[C:8](/[CH:9]=[CH:29]/[C:30]([O:32][CH2:33][CH3:34])=[O:31])=[CH:7][N:6]([C:11]2[CH:16]=[CH:15][C:14]([C:17]([F:20])([F:19])[F:18])=[CH:13][N:12]=2)[N:5]=1)([CH3:3])[CH3:2]. The yield is 0.950. (3) The reactants are [NH:1]1[CH:5]=[CH:4][CH:3]=[CH:2]1.CCCCCC.C([Li])CCC.Br[CH2:18][CH2:19][CH2:20][CH2:21][CH2:22][CH2:23][O:24][CH:25]1[CH2:30][CH2:29][CH2:28][CH2:27][O:26]1.O. The catalyst is CS(C)=O.O1CCCC1. The product is [O:26]1[CH2:27][CH2:28][CH2:29][CH2:30][CH:25]1[O:24][CH2:23][CH2:22][CH2:21][CH2:20][CH2:19][CH2:18][N:1]1[CH:5]=[CH:4][CH:3]=[CH:2]1. The yield is 0.752.